The task is: Predict the reaction yield, written as a fraction of the theoretical maximum amount of product (1.0 means a 100% yield; for example, 0.34 means a 34% yield).. This data is from Reaction yield outcomes from USPTO patents with 853,638 reactions. (1) The reactants are [NH2:1][C:2]1[N:9]=[CH:8][CH:7]=[C:6]([CH3:10])[C:3]=1[C:4]#[N:5].Cl[CH2:12][CH:13]=O. The catalyst is O. The product is [CH3:10][C:6]1[CH:7]=[CH:8][N:9]2[CH:12]=[CH:13][N:1]=[C:2]2[C:3]=1[C:4]#[N:5]. The yield is 0.750. (2) The reactants are C([BH-](C(CC)C)C(CC)C)(CC)C.[Li+].O1CCCC1.[N:20]([C@H:23]1[CH2:37][O:36][C@H:26]([CH2:27][O:28][Si:29]([C:32]([CH3:35])([CH3:34])[CH3:33])([CH3:31])[CH3:30])[C:25](=[O:38])[CH2:24]1)=[N+:21]=[N-:22].Cl. The catalyst is O1CCCC1. The product is [N:20]([C@@H:23]1[CH2:24][C@@H:25]([OH:38])[C@@H:26]([CH2:27][O:28][Si:29]([C:32]([CH3:35])([CH3:34])[CH3:33])([CH3:30])[CH3:31])[O:36][CH2:37]1)=[N+:21]=[N-:22]. The yield is 0.590.